This data is from Reaction yield outcomes from USPTO patents with 853,638 reactions. The task is: Predict the reaction yield, written as a fraction of the theoretical maximum amount of product (1.0 means a 100% yield; for example, 0.34 means a 34% yield). The reactants are [CH3:1][C:2]([CH3:38])([CH3:37])[CH2:3][CH2:4][CH2:5][CH2:6][C:7]1([CH3:36])[C:16]2[C:11](=[CH:12][CH:13]=[CH:14][CH:15]=2)[C:10]([OH:17])=[C:9]([C:18]2[NH:23][C:22]3[CH:24]=[CH:25][C:26]([NH:28][S:29]([CH3:32])(=[O:31])=[O:30])=[CH:27][C:21]=3[S:20](=[O:34])(=[O:33])[N:19]=2)[C:8]1=[O:35].[OH-].[Na+:40]. The catalyst is O. The product is [CH3:1][C:2]([CH3:38])([CH3:37])[CH2:3][CH2:4][CH2:5][CH2:6][C:7]1([CH3:36])[C:16]2[C:11](=[CH:12][CH:13]=[CH:14][CH:15]=2)[C:10]([O-:17])=[C:9]([C:18]2[NH:23][C:22]3[CH:24]=[CH:25][C:26]([NH:28][S:29]([CH3:32])(=[O:31])=[O:30])=[CH:27][C:21]=3[S:20](=[O:34])(=[O:33])[N:19]=2)[C:8]1=[O:35].[Na+:40]. The yield is 0.980.